This data is from Cav3 T-type calcium channel HTS with 100,875 compounds. The task is: Binary Classification. Given a drug SMILES string, predict its activity (active/inactive) in a high-throughput screening assay against a specified biological target. The compound is S1CCn2c3c(nc2C1)cc(NC(=O)CC)cc3. The result is 0 (inactive).